Dataset: Forward reaction prediction with 1.9M reactions from USPTO patents (1976-2016). Task: Predict the product of the given reaction. Given the reactants [Cl:1][C:2]1[CH:17]=[C:16]([F:18])[CH:15]=[CH:14][C:3]=1[C:4]([NH:6][C:7]1[CH:12]=[CH:11][CH:10]=[C:9]([NH2:13])[CH:8]=1)=[O:5].[CH3:19][N:20]1[CH2:25][CH2:24][C:23](=O)[CH2:22][CH2:21]1.C(O[BH-](OC(=O)C)OC(=O)C)(=O)C.[Na+].C(O)(=O)C, predict the reaction product. The product is: [ClH:1].[ClH:1].[Cl:1][C:2]1[CH:17]=[C:16]([F:18])[CH:15]=[CH:14][C:3]=1[C:4]([NH:6][C:7]1[CH:12]=[CH:11][CH:10]=[C:9]([NH:13][CH:23]2[CH2:24][CH2:25][N:20]([CH3:19])[CH2:21][CH2:22]2)[CH:8]=1)=[O:5].